This data is from Reaction yield outcomes from USPTO patents with 853,638 reactions. The task is: Predict the reaction yield, written as a fraction of the theoretical maximum amount of product (1.0 means a 100% yield; for example, 0.34 means a 34% yield). (1) The reactants are C([O:5][C:6]([CH:8]1[CH:12]([C:13]2[CH:18]=[CH:17][CH:16]=[C:15]([Cl:19])[C:14]=2[F:20])[C:11]([C:29]#[N:30])([C:21]2[CH:26]=[CH:25][C:24]([Cl:27])=[CH:23][C:22]=2[Cl:28])[CH:10]([CH2:31][C:32]([CH3:35])([CH3:34])[CH3:33])[NH:9]1)=[O:7])(C)(C)C.[F:36][C:37]([F:42])([F:41])[C:38]([OH:40])=[O:39]. The catalyst is ClCCl. The product is [F:36][C:37]([F:42])([F:41])[C:38]([OH:40])=[O:39].[Cl:19][C:15]1[C:14]([F:20])=[C:13]([CH:12]2[C:11]([C:29]#[N:30])([C:21]3[CH:26]=[CH:25][C:24]([Cl:27])=[CH:23][C:22]=3[Cl:28])[CH:10]([CH2:31][C:32]([CH3:35])([CH3:33])[CH3:34])[NH:9][CH:8]2[C:6]([OH:7])=[O:5])[CH:18]=[CH:17][CH:16]=1. The yield is 1.00. (2) The yield is 0.480. The reactants are [Cl-].[NH4+:2].C[Al](C)C.C[O:8][C:9](=O)[CH:10]([CH3:25])[CH2:11][NH:12][C:13]1[CH:22]=[C:21]([O:23][CH3:24])[C:20]2[C:15](=[CH:16][CH:17]=[CH:18][CH:19]=2)[N:14]=1. The product is [CH3:24][O:23][C:21]1[C:20]2[C:15](=[CH:16][CH:17]=[CH:18][CH:19]=2)[N:14]=[C:13]([NH:12][CH2:11][CH:10]([CH3:25])[C:9]([NH2:2])=[O:8])[CH:22]=1. The catalyst is C(Cl)Cl.C1(C)C=CC=CC=1.